Dataset: Full USPTO retrosynthesis dataset with 1.9M reactions from patents (1976-2016). Task: Predict the reactants needed to synthesize the given product. Given the product [C:48]([O:47][C:45](=[O:46])[NH:42][CH2:5][C:3]([NH2:4])=[N:2][OH:1])([CH3:51])([CH3:50])[CH3:49], predict the reactants needed to synthesize it. The reactants are: [OH:1][N:2]=[C:3]([C@@H:5]1CCCC[C@H]1O)[NH2:4].ON=C(N)CCO.ON=C(N)CO.ON=C(N)C(O)C1C=CC=CC=1.NC(=NO)C1CC[N:42]([C:45]([O:47][C:48]([CH3:51])([CH3:50])[CH3:49])=[O:46])CC1.NC(=NO)C1CCCN(C(OC(C)(C)C)=O)C1.NC(=NO)C1CCCCN1C(OC(C)(C)C)=O.NC(=NO)C(OCC)=O.